This data is from Catalyst prediction with 721,799 reactions and 888 catalyst types from USPTO. The task is: Predict which catalyst facilitates the given reaction. (1) Reactant: [CH:1]1[C:6](/[CH:7]=[CH:8]/[C:9](O)=[O:10])=[CH:5][CH:4]=[C:3]([OH:12])[CH:2]=1.C(Cl)(=O)C([Cl:16])=O.CN(C)C=O. Product: [C:9]([Cl:16])(=[O:10])/[CH:8]=[CH:7]/[C:6]1[CH:5]=[CH:4][C:3]([OH:12])=[CH:2][CH:1]=1. The catalyst class is: 4. (2) Reactant: Br[C:2]1[CH:7]=[CH:6][C:5]([Br:8])=[CH:4][CH:3]=1.C([Li])CCC.CCCCCC.CON(C)[C:23](=[O:32])[C:24]1[CH:29]=[CH:28][C:27]([O:30][CH3:31])=[N:26][CH:25]=1. Product: [Br:8][C:5]1[CH:6]=[CH:7][C:2]([C:23]([C:24]2[CH:25]=[N:26][C:27]([O:30][CH3:31])=[CH:28][CH:29]=2)=[O:32])=[CH:3][CH:4]=1. The catalyst class is: 30. (3) Reactant: C(OC([N:8](C(OC(C)(C)C)=O)[C:9]1[CH:14]=[C:13]([CH2:15][C@H:16]2[C:19](=[O:20])[N:18]([C:21](=[O:31])[NH:22][C@@H:23]([C:25]3[CH:30]=[CH:29][CH:28]=[CH:27][CH:26]=3)[CH3:24])[C@@H:17]2[O:32][C:33]2[CH:41]=[CH:40][C:36]([C:37]([OH:39])=[O:38])=[CH:35][CH:34]=2)[CH:12]=[CH:11][N:10]=1)=O)(C)(C)C.[F:49][C:50]([F:55])([F:54])[C:51]([OH:53])=[O:52]. Product: [F:49][C:50]([F:55])([F:54])[C:51]([OH:53])=[O:52].[NH2:8][C:9]1[CH:14]=[C:13]([CH2:15][C@H:16]2[C:19](=[O:20])[N:18]([C:21](=[O:31])[NH:22][C@@H:23]([C:25]3[CH:30]=[CH:29][CH:28]=[CH:27][CH:26]=3)[CH3:24])[C@@H:17]2[O:32][C:33]2[CH:34]=[CH:35][C:36]([C:37]([OH:39])=[O:38])=[CH:40][CH:41]=2)[CH:12]=[CH:11][N:10]=1. The catalyst class is: 2.